Dataset: Forward reaction prediction with 1.9M reactions from USPTO patents (1976-2016). Task: Predict the product of the given reaction. (1) Given the reactants O1C2C=CC=CC=2C=C1[C:10]([CH:12]1[CH2:18][CH2:17][CH2:16][C:15]2[CH:19]=[C:20]([N:23]3[CH2:27][C@H:26]([CH2:28][NH:29][C:30](=[O:32])[CH3:31])[O:25][C:24]3=[O:33])[CH:21]=[CH:22][C:14]=2[C:13]1=O)=O.[OH2:35].[NH2:36][NH2:37], predict the reaction product. The product is: [O:35]1[C:15]2[CH:19]=[CH:20][CH:21]=[CH:22][C:14]=2[CH:13]=[C:12]1[N:36]1[C:13]2[C:14]3[CH:22]=[CH:21][C:20]([N:23]4[CH2:27][C@H:26]([CH2:28][NH:29][C:30](=[O:32])[CH3:31])[O:25][C:24]4=[O:33])=[CH:19][C:15]=3[CH2:16][CH2:17][CH2:18][C:12]=2[CH:10]=[N:37]1. (2) The product is: [I:21][C:6]1[S:5][C:4]([C:7](=[O:9])[CH3:8])=[CH:3][C:2]=1[CH3:1]. Given the reactants [CH3:1][C:2]1[CH:3]=[C:4]([C:7](=[O:9])[CH3:8])[S:5][CH:6]=1.FC(F)(F)C(OC1C(OC(=O)C(F)(F)F)=C([I:21])C=CC=1)=O.II, predict the reaction product. (3) Given the reactants [CH3:1][N:2]1[CH2:7][CH2:6][NH:5][CH2:4][CH2:3]1.Cl[C:9]1[N:18]2[N:19]=[C:20]([C:22]([F:25])([F:24])[F:23])[N:21]=[C:17]2[C:16]2[CH:15]=[C:14]([C:26]([F:29])([F:28])[F:27])[CH:13]=[CH:12][C:11]=2[N:10]=1, predict the reaction product. The product is: [CH3:1][N:2]1[CH2:7][CH2:6][N:5]([C:9]2[N:18]3[N:19]=[C:20]([C:22]([F:23])([F:24])[F:25])[N:21]=[C:17]3[C:16]3[CH:15]=[C:14]([C:26]([F:28])([F:29])[F:27])[CH:13]=[CH:12][C:11]=3[N:10]=2)[CH2:4][CH2:3]1. (4) Given the reactants [N:1]1[C:8](Cl)=[N:7][C:5](Cl)=[N:4][C:2]=1[Cl:3].[Al+3].[Cl-].[Cl-].[Cl-].OS(O)(=O)=O.[C:19]1([CH3:26])[CH:24]=[CH:23][CH:22]=[C:21]([CH3:25])[CH:20]=1, predict the reaction product. The product is: [Cl:3][C:2]1[N:4]=[C:5]([C:24]2[CH:23]=[CH:22][C:21]([CH3:25])=[CH:20][C:19]=2[CH3:26])[N:7]=[C:8]([C:24]2[CH:23]=[CH:22][C:21]([CH3:25])=[CH:20][C:19]=2[CH3:26])[N:1]=1.[CH3:26][C:19]1[CH:20]=[C:21]([CH3:25])[CH:22]=[CH:23][C:24]=1[C:2]1[N:4]=[C:5]([C:24]2[CH:23]=[CH:22][C:21]([CH3:25])=[CH:20][C:19]=2[CH3:26])[N:7]=[C:8]([C:24]2[CH:23]=[CH:22][C:21]([CH3:25])=[CH:20][C:19]=2[CH3:26])[N:1]=1. (5) Given the reactants Cl[C:2]1[N:3]=[C:4]2[CH:9]=[CH:8][C:7]([C:10]3[CH:11]=[N:12][CH:13]=[N:14][CH:15]=3)=[N:6][N:5]2[C:16]=1[C:17]1[N:22]=[C:21]([CH3:23])[N:20]=[C:19]([NH2:24])[CH:18]=1.C(=O)([O-])[O-].[Cs+].[Cs+].[NH2:31][C:32]1[CH:36]=[CH:35][NH:34][N:33]=1, predict the reaction product. The product is: [NH2:24][C:19]1[N:20]=[C:21]([CH3:23])[N:22]=[C:17]([C:16]2[N:5]3[N:6]=[C:7]([C:10]4[CH:11]=[N:12][CH:13]=[N:14][CH:15]=4)[CH:8]=[CH:9][C:4]3=[N:3][C:2]=2[NH:31][C:32]2[CH:36]=[CH:35][NH:34][N:33]=2)[CH:18]=1. (6) The product is: [OH:6][C:7]1[C:8]([N+:19]([O-:21])=[O:20])=[C:9]([CH:14]=[CH:15][C:16]=1[O:17][CH3:18])[C:10]([O:12][CH3:13])=[O:11]. Given the reactants S(=O)(=O)(O)O.[OH:6][C:7]1[CH:8]=[C:9]([CH:14]=[CH:15][C:16]=1[O:17][CH3:18])[C:10]([O:12][CH3:13])=[O:11].[N+:19]([O-])([O:21]C(C)C)=[O:20], predict the reaction product. (7) Given the reactants [Cl-].O[NH3+:3].[C:4](=[O:7])([O-])[OH:5].[Na+].CS(C)=O.[CH2:13]([C:15]1[N:16]=[C:17]([CH3:47])[N:18]([C:37]2[CH:38]=[CH:39][C:40]3[O:44][CH:43]([CH3:45])[CH2:42][C:41]=3[CH:46]=2)[C:19](=[O:36])[C:20]=1[CH2:21][C:22]1[CH:27]=[CH:26][C:25]([C:28]2[C:29]([C:34]#[N:35])=[CH:30][CH:31]=[CH:32][CH:33]=2)=[CH:24][CH:23]=1)[CH3:14], predict the reaction product. The product is: [CH2:13]([C:15]1[N:16]=[C:17]([CH3:47])[N:18]([C:37]2[CH:38]=[CH:39][C:40]3[O:44][CH:43]([CH3:45])[CH2:42][C:41]=3[CH:46]=2)[C:19](=[O:36])[C:20]=1[CH2:21][C:22]1[CH:23]=[CH:24][C:25]([C:28]2[CH:33]=[CH:32][CH:31]=[CH:30][C:29]=2[C:34]2[NH:3][C:4](=[O:7])[O:5][N:35]=2)=[CH:26][CH:27]=1)[CH3:14]. (8) Given the reactants [Cl-:1].[Ce+3].[Cl-].[Cl-].[I-].[Na+].Br[CH2:8][C:9]([C:11]1[CH:12]=[C:13]2[C:17](=[CH:18][CH:19]=1)[NH:16][CH2:15][CH2:14]2)=[O:10].[CH2:20]([N:27]1[CH2:32][CH2:31][C:30](=[O:33])[CH2:29][CH2:28]1)[C:21]1[CH:26]=[CH:25][CH:24]=[CH:23][CH:22]=1, predict the reaction product. The product is: [ClH:1].[CH2:20]([N:27]1[CH2:32][CH2:31][C:30]([CH2:8][C:9]([C:11]2[CH:12]=[C:13]3[C:17](=[CH:18][CH:19]=2)[NH:16][CH2:15][CH2:14]3)=[O:10])([OH:33])[CH2:29][CH2:28]1)[C:21]1[CH:22]=[CH:23][CH:24]=[CH:25][CH:26]=1. (9) Given the reactants C(=O)([O-])[O-].[Cs+].[Cs+].Cl.Cl.[NH:9]1[CH2:12][CH:11]([C:13]2[NH:17][C:16]3[CH:18]=[CH:19][C:20]([CH3:22])=[CH:21][C:15]=3[N:14]=2)[CH2:10]1.[Cl:23][C:24]1[C:25](F)=[N:26][CH:27]=[CH:28][CH:29]=1, predict the reaction product. The product is: [Cl:23][C:24]1[C:25]([N:9]2[CH2:12][CH:11]([C:13]3[NH:17][C:16]4[CH:18]=[CH:19][C:20]([CH3:22])=[CH:21][C:15]=4[N:14]=3)[CH2:10]2)=[N:26][CH:27]=[CH:28][CH:29]=1. (10) Given the reactants [F:1][C:2]1[CH:3]=[C:4]([NH:9][C:10](=[O:13])[CH2:11]Cl)[CH:5]=[CH:6][C:7]=1[F:8].[Cl-].[Al+3].[Cl-].[Cl-], predict the reaction product. The product is: [F:8][C:7]1[CH:6]=[C:5]2[C:4](=[CH:3][C:2]=1[F:1])[NH:9][C:10](=[O:13])[CH2:11]2.